From a dataset of Reaction yield outcomes from USPTO patents with 853,638 reactions. Predict the reaction yield, written as a fraction of the theoretical maximum amount of product (1.0 means a 100% yield; for example, 0.34 means a 34% yield). The reactants are [OH:1][C:2]1[CH:3]=[C:4]([CH:8]=[CH:9][C:10]=1[I:11])[C:5](O)=[O:6].B.C1COCC1.O. The catalyst is C1COCC1. The product is [OH:6][CH2:5][C:4]1[CH:8]=[CH:9][C:10]([I:11])=[C:2]([OH:1])[CH:3]=1. The yield is 0.880.